This data is from Full USPTO retrosynthesis dataset with 1.9M reactions from patents (1976-2016). The task is: Predict the reactants needed to synthesize the given product. (1) Given the product [Cl:82][C:79]1[CH:78]=[CH:77][C:76]([CH2:75][N:72]2[C:73]3[C:68](=[CH:67][CH:66]=[C:65]([NH:13][C:12]4[CH:14]=[CH:15][C:9]([O:8][C:5]5[CH:4]=[CH:3][C:2]([F:1])=[CH:7][N:6]=5)=[CH:10][CH:11]=4)[CH:74]=3)[C:69](=[O:88])[C:70]([C:83]([O:85][CH2:86][CH3:87])=[O:84])=[CH:71]2)=[CH:81][CH:80]=1, predict the reactants needed to synthesize it. The reactants are: [F:1][C:2]1[CH:3]=[CH:4][C:5]([O:8][C:9]2[CH:15]=[CH:14][C:12]([NH2:13])=[CH:11][CH:10]=2)=[N:6][CH:7]=1.C1(P(C2C=CC=CC=2)C2C3OC4C(=CC=CC=4P(C4C=CC=CC=4)C4C=CC=CC=4)C(C)(C)C=3C=CC=2)C=CC=CC=1.C(=O)([O-])[O-].[Cs+].[Cs+].Br[C:65]1[CH:74]=[C:73]2[C:68]([C:69](=[O:88])[C:70]([C:83]([O:85][CH2:86][CH3:87])=[O:84])=[CH:71][N:72]2[CH2:75][C:76]2[CH:81]=[CH:80][C:79]([Cl:82])=[CH:78][CH:77]=2)=[CH:67][CH:66]=1.C(O)(=O)CC(CC(O)=O)(C(O)=O)O. (2) Given the product [Cl:12][C:4]1[N:3]=[C:2]([NH:13][C:14]2[CH:19]=[CH:18][C:17]([CH2:20][CH2:21][OH:22])=[CH:16][CH:15]=2)[C:7]([N+:8]([O-:10])=[O:9])=[CH:6][C:5]=1[CH3:11], predict the reactants needed to synthesize it. The reactants are: Cl[C:2]1[C:7]([N+:8]([O-:10])=[O:9])=[CH:6][C:5]([CH3:11])=[C:4]([Cl:12])[N:3]=1.[NH2:13][C:14]1[CH:19]=[CH:18][C:17]([CH2:20][CH2:21][OH:22])=[CH:16][CH:15]=1. (3) Given the product [C@@H:113]1([OH:116])[CH:112]([OH:121])[C@@H:111]([OH:126])[C@H:110]([OH:131])[CH:109]([O:108][P:105]([OH:106])([OH:107])=[O:104])[C@@H:114]1[OH:115], predict the reactants needed to synthesize it. The reactants are: N[C@H](C(O)=O)CC1C=CC(O)=CC=1.C1(C2C=CC3N(C=CN=3)C=2)C=CC=CC=1.C1(C2C=CC3N(C=CN=3)N=2)C=CC=CC=1.C1(C2C=CC(=O)NC=2)C=CC=CC=1.C1(C2C=CC(=O)NN=2)C=CC=CC=1.C1(C2N=CC(=O)NC=2)C=CC=CC=1.CCCCCCCCCCCCCCCC(OC[C@@H](OC(CCCCCCCCCCCCCCC)=O)C[O:104][P:105]([O:108][C@@H:109]1[C@H:114]([OH:115])[C@H:113]([O:116]P(O)(O)=O)[C@@H:112]([O:121]P(O)(O)=O)[C@H:111]([O:126]P(O)(O)=O)[C@H:110]1[OH:131])([OH:107])=[O:106])=O. (4) Given the product [CH2:1]([N:8]1[CH:12]=[C:11]([C:13]2[CH:14]=[C:15]([NH2:21])[C:16]([O:19][CH3:20])=[N:17][CH:18]=2)[CH:10]=[N:9]1)[C:2]1[CH:3]=[CH:4][CH:5]=[CH:6][CH:7]=1, predict the reactants needed to synthesize it. The reactants are: [CH2:1]([N:8]1[CH:12]=[C:11]([C:13]2[CH:14]=[C:15]([N+:21]([O-])=O)[C:16]([O:19][CH3:20])=[N:17][CH:18]=2)[CH:10]=[N:9]1)[C:2]1[CH:7]=[CH:6][CH:5]=[CH:4][CH:3]=1. (5) The reactants are: [Br:1][C:2]1[CH:7]=[CH:6][CH:5]=[C:4]([O:8][CH2:9]OC)[CH:3]=1.Br[C:13]1C=C(O)C=C[CH:18]=1.[CH3:20][CH2:21][N:22](C(C)C)[CH:23](C)[CH3:24].C([Cl:32])OC. Given the product [Cl-:32].[Br:1][C:2]1[CH:7]=[CH:6][CH:5]=[C:4]2[C:3]=1[CH2:13][CH2:18][C:9]1([O:8]2)[CH2:24][CH2:23][NH2+:22][CH2:21][CH2:20]1, predict the reactants needed to synthesize it. (6) Given the product [CH3:1][C:3]1[O:7][C:6]([CH2:8][CH2:9][NH2:10])=[N:5][CH:4]=1, predict the reactants needed to synthesize it. The reactants are: [CH2:1]([C:3]1[O:7][C:6]([CH2:8][CH2:9][NH2:10])=[N:5][CH:4]=1)C.NCC(O)C.